This data is from Forward reaction prediction with 1.9M reactions from USPTO patents (1976-2016). The task is: Predict the product of the given reaction. (1) Given the reactants [C:1]([C:3]1[C:4]([NH2:9])=[N:5][CH:6]=[CH:7][CH:8]=1)#[CH:2].[C:10](Cl)(=[N:12][OH:13])[CH3:11].[N:15]1[CH:20]=[CH:19][CH:18]=[CH:17][C:16]=1[O:21][C:22]1[CH:27]=[CH:26][CH:25]=[CH:24][CH:23]=1.C(N(CC)CC)C, predict the reaction product. The product is: [N:15]1[CH:20]=[CH:19][CH:18]=[CH:17][C:16]=1[O:21][C:22]1[CH:23]=[CH:24][C:25]([CH2:11][C:10]2[CH:2]=[C:1]([C:3]3[C:4]([NH2:9])=[N:5][CH:6]=[CH:7][CH:8]=3)[O:13][N:12]=2)=[CH:26][CH:27]=1. (2) The product is: [CH:1]([C@@H:4]1[CH2:5][NH:6][CH2:7][CH2:8][NH:9]1)([CH3:3])[CH3:2]. Given the reactants [CH:1]([C@H:4]1[NH:9][C:8](=O)[CH2:7][NH:6][C:5]1=O)([CH3:3])[CH3:2].[H-].[H-].[H-].[H-].[Li+].[Al+3].O.[OH-].[Na+], predict the reaction product. (3) Given the reactants [O:1]=[C:2]1[CH2:7][CH2:6][O:5][CH2:4][CH:3]1[N:8]1[C:16](=[O:17])[C:15]2[C:10](=[CH:11][CH:12]=[CH:13][CH:14]=2)[C:9]1=[O:18].[CH2:19](O)[CH2:20][OH:21], predict the reaction product. The product is: [O:21]1[C:2]2([CH2:7][CH2:6][O:5][CH2:4][CH:3]2[N:8]2[C:9](=[O:18])[C:10]3[C:15](=[CH:14][CH:13]=[CH:12][CH:11]=3)[C:16]2=[O:17])[O:1][CH2:19][CH2:20]1. (4) Given the reactants NC(N)=O.[C:5]([O:9][C:10]([N:12]1[CH2:17][CH2:16][N:15]([S:18]([C:21]2[C:22]([OH:29])=[C:23]([CH:25]=[CH:26][C:27]=2[Cl:28])[NH2:24])(=[O:20])=[O:19])[CH2:14][CH2:13]1)=[O:11])([CH3:8])([CH3:7])[CH3:6].[Br:30][C:31]1[CH:36]=[CH:35][CH:34]=[CH:33][C:32]=1[N:37]=[C:38]=[O:39], predict the reaction product. The product is: [Br:30][C:31]1[CH:36]=[CH:35][CH:34]=[CH:33][C:32]=1[NH:37][C:38]([NH:24][C:23]1[CH:25]=[CH:26][C:27]([Cl:28])=[C:21]([S:18]([N:15]2[CH2:16][CH2:17][N:12]([C:10]([O:9][C:5]([CH3:8])([CH3:6])[CH3:7])=[O:11])[CH2:13][CH2:14]2)(=[O:19])=[O:20])[C:22]=1[OH:29])=[O:39]. (5) Given the reactants [Br:1][C:2]1[CH:3]=[C:4]([NH2:10])[C:5]([NH2:9])=[CH:6][C:7]=1[Cl:8].O[C@H:12]1[C@H:17](O)OCCO1, predict the reaction product. The product is: [Br:1][C:2]1[CH:3]=[C:4]2[C:5](=[CH:6][C:7]=1[Cl:8])[N:9]=[CH:17][CH:12]=[N:10]2.